From a dataset of Full USPTO retrosynthesis dataset with 1.9M reactions from patents (1976-2016). Predict the reactants needed to synthesize the given product. (1) Given the product [Cl:17][C:18]1[CH:23]=[C:22]([C:24]2([C:26]([F:29])([F:27])[F:28])[O:1][N:2]=[C:3]([C:4]3[CH:15]=[CH:14][C:7]4[B:8]([OH:13])[O:9][C:10]([CH3:12])([CH3:11])[C:6]=4[CH:5]=3)[CH2:25]2)[CH:21]=[C:20]([Cl:30])[C:19]=1[O:31][C:32]([F:33])([F:35])[F:34], predict the reactants needed to synthesize it. The reactants are: [OH:1]/[N:2]=[C:3](\Cl)/[C:4]1[CH:15]=[CH:14][C:7]2[B:8]([OH:13])[O:9][C:10]([CH3:12])([CH3:11])[C:6]=2[CH:5]=1.[Cl:17][C:18]1[CH:23]=[C:22]([C:24]([C:26]([F:29])([F:28])[F:27])=[CH2:25])[CH:21]=[C:20]([Cl:30])[C:19]=1[O:31][C:32]([F:35])([F:34])[F:33]. (2) Given the product [N+:11]([C:10]1[CH:9]=[C:8]2[C:4]([CH:5]=[N:6][N:7]2[CH2:14][O:15][CH2:16][CH2:17][Si:18]([CH3:21])([CH3:20])[CH3:19])=[CH:3][C:2]=1[C:30]1[CH:31]=[C:32]([CH:42]=[CH:43][CH:44]=1)[CH2:33][NH:34][C:35](=[O:41])[O:36][C:37]([CH3:39])([CH3:40])[CH3:38])([O-:13])=[O:12], predict the reactants needed to synthesize it. The reactants are: Br[C:2]1[CH:3]=[C:4]2[C:8](=[CH:9][C:10]=1[N+:11]([O-:13])=[O:12])[N:7]([CH2:14][O:15][CH2:16][CH2:17][Si:18]([CH3:21])([CH3:20])[CH3:19])[N:6]=[CH:5]2.CC1(C)C(C)(C)OB([C:30]2[CH:31]=[C:32]([CH:42]=[CH:43][CH:44]=2)[CH2:33][NH:34][C:35](=[O:41])[O:36][C:37]([CH3:40])([CH3:39])[CH3:38])O1.C(Cl)Cl.C([O-])([O-])=O.[K+].[K+]. (3) Given the product [CH:1]1([N:4]([CH2:28][C:29]2[CH:34]=[C:33]([NH:35][CH2:36][CH2:37][O:38][CH3:39])[CH:32]=[C:31]([Cl:40])[C:30]=2[Cl:41])[C:5]([C@H:7]2[C@H:12]([C:13]3[CH:18]=[CH:17][N:16]([CH3:19])[C:15](=[O:20])[CH:14]=3)[CH2:11][CH2:10][NH:9][CH2:8]2)=[O:6])[CH2:3][CH2:2]1, predict the reactants needed to synthesize it. The reactants are: [CH:1]1([N:4]([CH2:28][C:29]2[CH:34]=[C:33]([NH:35][CH2:36][CH2:37][O:38][CH3:39])[CH:32]=[C:31]([Cl:40])[C:30]=2[Cl:41])[C:5]([C@H:7]2[C@H:12]([C:13]3[CH:18]=[CH:17][N:16]([CH3:19])[C:15](=[O:20])[CH:14]=3)[CH2:11][CH2:10][N:9](C(OC(C)(C)C)=O)[CH2:8]2)=[O:6])[CH2:3][CH2:2]1.Cl. (4) Given the product [O:11]=[C:12]1[CH:16]=[CH:15][C:14](=[O:17])[N:13]1[CH2:18][CH2:19][C:20]([NH:22][CH2:23][CH2:24][O:25][CH2:26][CH2:27][O:28][CH2:29][CH2:30][O:31][CH2:32][CH2:33][O:34][CH2:35][CH2:36][O:37][CH2:38][CH2:39][O:40][CH2:41][CH2:42][O:43][CH2:44][CH2:45][O:46][CH2:47][CH2:48][O:49][CH2:50][CH2:51][O:52][CH2:53][CH2:54][O:55][CH2:56][CH2:57][O:58][CH2:59][CH2:60][C:61]([NH:1][C@@H:2]([CH2:3][CH2:4][CH2:5][CH2:6][NH:7][C:61](=[O:63])[CH2:60][CH2:59][O:58][CH2:57][CH2:56][O:55][CH2:54][CH2:53][O:52][CH2:51][CH2:50][O:49][CH2:48][CH2:47][O:46][CH2:45][CH2:44][O:43][CH2:42][CH2:41][O:40][CH2:39][CH2:38][O:37][CH2:36][CH2:35][O:34][CH2:33][CH2:32][O:31][CH2:30][CH2:29][O:28][CH2:27][CH2:26][O:25][CH2:24][CH2:23][NH:22][C:20](=[O:21])[CH2:19][CH2:18][N:13]1[C:14](=[O:17])[CH:15]=[CH:16][C:12]1=[O:11])[C:8]([OH:10])=[O:9])=[O:63])=[O:21], predict the reactants needed to synthesize it. The reactants are: [NH2:1][C@H:2]([C:8]([OH:10])=[O:9])[CH2:3][CH2:4][CH2:5][CH2:6][NH2:7].[O:11]=[C:12]1[CH:16]=[CH:15][C:14](=[O:17])[N:13]1[CH2:18][CH2:19][C:20]([NH:22][CH2:23][CH2:24][O:25][CH2:26][CH2:27][O:28][CH2:29][CH2:30][O:31][CH2:32][CH2:33][O:34][CH2:35][CH2:36][O:37][CH2:38][CH2:39][O:40][CH2:41][CH2:42][O:43][CH2:44][CH2:45][O:46][CH2:47][CH2:48][O:49][CH2:50][CH2:51][O:52][CH2:53][CH2:54][O:55][CH2:56][CH2:57][O:58][CH2:59][CH2:60][C:61]([O:63]N1C(=O)CCC1=O)=O)=[O:21]. (5) Given the product [F:1][C:2]1[CH:3]=[C:4]2[C:8](=[CH:9][CH:10]=1)[N:7]([CH2:20][C:19]1[CH:22]=[CH:23][CH:24]=[C:17]([F:16])[CH:18]=1)[C:6]([C:11]([O:13][CH2:14][CH3:15])=[O:12])=[CH:5]2, predict the reactants needed to synthesize it. The reactants are: [F:1][C:2]1[CH:3]=[C:4]2[C:8](=[CH:9][CH:10]=1)[NH:7][C:6]([C:11]([O:13][CH2:14][CH3:15])=[O:12])=[CH:5]2.[F:16][C:17]1[CH:18]=[C:19]([CH:22]=[CH:23][CH:24]=1)[CH2:20]Cl.C(=O)([O-])[O-].[K+].[K+].C(OCC)(=O)C. (6) Given the product [NH2:48][C:43]1[CH:42]=[C:41]([F:40])[CH:46]=[CH:45][C:44]=1[NH:47][C:6](=[O:8])[C:5]1[CH:9]=[CH:10][C:2]([Cl:1])=[N:3][CH:4]=1, predict the reactants needed to synthesize it. The reactants are: [Cl:1][C:2]1[CH:10]=[CH:9][C:5]([C:6]([OH:8])=O)=[CH:4][N:3]=1.Cl.C(N=C=NCCCN(C)C)C.OC1C2N=NNC=2C=CC=1.C(N(CC)CC)C.[F:40][C:41]1[CH:46]=[CH:45][C:44]([NH2:47])=[C:43]([NH2:48])[CH:42]=1.